From a dataset of Reaction yield outcomes from USPTO patents with 853,638 reactions. Predict the reaction yield, written as a fraction of the theoretical maximum amount of product (1.0 means a 100% yield; for example, 0.34 means a 34% yield). (1) The reactants are [CH3:1][C:2]([N+:9]#[C-:10])([CH3:8])[CH2:3][C:4]([CH3:7])([CH3:6])[CH3:5].[I:11][C:12]1[CH:13]=[CH:14][C:15]([N:18]=[CH2:19])=[N:16][CH:17]=1. The catalyst is CO. The product is [I:11][C:12]1[CH:13]=[CH:14][C:15]2[N:16]([C:10]([NH:9][C:2]([CH3:8])([CH3:1])[CH2:3][C:4]([CH3:7])([CH3:6])[CH3:5])=[CH:19][N:18]=2)[CH:17]=1. The yield is 0.400. (2) The reactants are [CH:1]([NH:4][C:5]1[C:10]([N+:11]([O-])=O)=[CH:9][N:8]=[C:7]([NH:14][C:15]2[CH:20]=[CH:19][N:18]=[C:17]([N:21]3[CH2:26][CH2:25][CH:24]([O:27][CH3:28])[CH2:23][CH2:22]3)[N:16]=2)[CH:6]=1)([CH3:3])[CH3:2]. The catalyst is CCOC(C)=O.CO.[Pd]. The product is [CH:1]([NH:4][C:5]1[C:10]([NH2:11])=[CH:9][N:8]=[C:7]([NH:14][C:15]2[CH:20]=[CH:19][N:18]=[C:17]([N:21]3[CH2:26][CH2:25][CH:24]([O:27][CH3:28])[CH2:23][CH2:22]3)[N:16]=2)[CH:6]=1)([CH3:3])[CH3:2]. The yield is 0.920. (3) The reactants are C[N:2]([CH:4]=[C:5]1[CH2:11][CH2:10][CH2:9][C:8]2[CH:12]=[C:13]([N:17]3[CH2:21][C@H:20]([CH2:22][NH:23][C:24](=[O:26])[CH3:25])[O:19][C:18]3=[O:27])[CH:14]=[C:15]([F:16])[C:7]=2[C:6]1=O)C.O.[NH2:30]N. The catalyst is C(O)C. The product is [F:16][C:15]1[C:7]2[C:6]3[NH:30][N:2]=[CH:4][C:5]=3[CH2:11][CH2:10][CH2:9][C:8]=2[CH:12]=[C:13]([N:17]2[CH2:21][C@H:20]([CH2:22][NH:23][C:24](=[O:26])[CH3:25])[O:19][C:18]2=[O:27])[CH:14]=1. The yield is 0.720. (4) The reactants are [CH2:1]([O:3][C:4](=[O:28])[CH2:5][C:6]1[N:7]=[C:8]([NH:11][C:12](=[O:27])[CH:13]([C:20]2[CH:25]=[CH:24][CH:23]=[C:22]([Cl:26])[CH:21]=2)[CH2:14][CH:15]2[CH2:19][CH2:18][CH2:17][CH2:16]2)[S:9][CH:10]=1)C.S(=O)(=O)(O)O. The catalyst is CO. The product is [CH3:1][O:3][C:4](=[O:28])[CH2:5][C:6]1[N:7]=[C:8]([NH:11][C:12](=[O:27])[CH:13]([C:20]2[CH:25]=[CH:24][CH:23]=[C:22]([Cl:26])[CH:21]=2)[CH2:14][CH:15]2[CH2:16][CH2:17][CH2:18][CH2:19]2)[S:9][CH:10]=1. The yield is 0.609. (5) The reactants are BrC1C(N2CCCC2=O)=CC2OC(C3C=CC(F)=CC=3)=C(C(O)=O)C=2C=1.C1C=CC2N(O)N=NC=2C=1.CCN=C=NCCCN(C)C.CN.Br[C:51]1[C:52]([N:71]2[CH2:75][CH2:74][CH2:73][C:72]2=[O:76])=[CH:53][C:54]2[O:58][C:57]([C:59]3[CH:64]=[CH:63][C:62]([F:65])=[CH:61][CH:60]=3)=[C:56]([C:66]([NH:68][CH3:69])=[O:67])[C:55]=2[CH:70]=1. The catalyst is CN(C=O)C.CCN(CC)CC. The product is [F:65][C:62]1[CH:63]=[CH:64][C:59]([C:57]2[O:58][C:54]3[CH:53]=[C:52]([N:71]4[CH2:75][CH2:74][CH2:73][C:72]4=[O:76])[CH:51]=[CH:70][C:55]=3[C:56]=2[C:66]([NH:68][CH3:69])=[O:67])=[CH:60][CH:61]=1. The yield is 0.730.